Dataset: Catalyst prediction with 721,799 reactions and 888 catalyst types from USPTO. Task: Predict which catalyst facilitates the given reaction. (1) Reactant: [C:1]1(C2(C(O)=O)C=CON2)[CH:6]=[CH:5][CH:4]=[CH:3][CH:2]=1.[C:15]([O:19][C:20](=[O:26])[NH:21][CH2:22][CH2:23][CH2:24][NH2:25])([CH3:18])([CH3:17])[CH3:16].CCO[C:30]([C:32]([C:45]#N)=[N:33][O:34][C:35](N1CCOCC1)=[N+](C)C)=[O:31].F[P-](F)(F)(F)(F)F.CCN(C(C)C)C(C)C. Product: [C:1]1([C:35]2[O:34][N:33]=[C:32]([C:30]([NH:25][CH2:24][CH2:23][CH2:22][NH:21][C:20](=[O:26])[O:19][C:15]([CH3:18])([CH3:16])[CH3:17])=[O:31])[CH:45]=2)[CH:6]=[CH:5][CH:4]=[CH:3][CH:2]=1. The catalyst class is: 3. (2) Reactant: [Si:1]([O:8][CH2:9][C@@H:10]([NH2:14])[CH2:11][CH2:12][CH3:13])([C:4]([CH3:7])([CH3:6])[CH3:5])([CH3:3])[CH3:2].CO[CH:17](O)[C:18]([F:21])([F:20])[F:19]. Product: [Si:1]([O:8][CH2:9][C@@H:10]([N:14]=[CH:17][C:18]([F:21])([F:20])[F:19])[CH2:11][CH2:12][CH3:13])([C:4]([CH3:7])([CH3:6])[CH3:5])([CH3:3])[CH3:2]. The catalyst class is: 48. (3) Reactant: C([C@@H](O)[C@H](O)C([O-])=O)(O)=O.[Cl:11][C:12]1[CH:21]=[C:20]2[C:15]([C@H:16]([NH3+:26])[CH2:17][C:18]([CH2:24][F:25])([CH2:22][F:23])[O:19]2)=[CH:14][CH:13]=1.[N:27]([C:30]1[CH:39]=[C:38]2[C:33]([CH2:34][CH2:35][C:36](=[O:40])[NH:37]2)=[CH:32][CH:31]=1)=[C:28]=[S:29].C(N(C(C)C)CC)(C)C. Product: [Cl:11][C:12]1[CH:21]=[C:20]2[C:15]([C@H:16]([NH:26][C:28]([NH:27][C:30]3[CH:39]=[C:38]4[C:33]([CH2:34][CH2:35][C:36](=[O:40])[NH:37]4)=[CH:32][CH:31]=3)=[S:29])[CH2:17][C:18]([CH2:24][F:25])([CH2:22][F:23])[O:19]2)=[CH:14][CH:13]=1. The catalyst class is: 2. (4) Reactant: Cl[C:2]1[N:7]=[C:6]([C:8]2[S:12][C:11]([CH:13]([CH3:15])[CH3:14])=[N:10][C:9]=2[C:16]2[CH:17]=[C:18]([NH:22][S:23]([C:26]3[CH:31]=[CH:30][CH:29]=[C:28]([F:32])[CH:27]=3)(=[O:25])=[O:24])[CH:19]=[CH:20][CH:21]=2)[CH:5]=[CH:4][N:3]=1.[CH3:33][NH2:34].C([O-])([O-])=O.[K+].[K+]. Product: [F:32][C:28]1[CH:27]=[C:26]([S:23]([NH:22][C:18]2[CH:19]=[CH:20][CH:21]=[C:16]([C:9]3[N:10]=[C:11]([CH:13]([CH3:15])[CH3:14])[S:12][C:8]=3[C:6]3[CH:5]=[CH:4][N:3]=[C:2]([NH:34][CH3:33])[N:7]=3)[CH:17]=2)(=[O:25])=[O:24])[CH:31]=[CH:30][CH:29]=1. The catalyst class is: 51. (5) Reactant: [NH2:1][C:2]1[C:3]([Cl:9])=[N:4][CH:5]=[CH:6][C:7]=1[CH3:8].C([O-])(=O)C.[K+].[N:15]([O-])=O.[Na+]. Product: [Cl:9][C:3]1[N:4]=[CH:5][CH:6]=[C:7]2[CH:8]=[N:15][NH:1][C:2]=12. The catalyst class is: 313. (6) Reactant: [F:1][CH:2]([F:23])[O:3][C:4]1[CH:5]=[C:6]([N:10]2[CH2:15][CH2:14][N:13](C(OC(C)(C)C)=O)[CH2:12][CH2:11]2)[CH:7]=[CH:8][CH:9]=1.[ClH:24]. Product: [ClH:24].[F:23][CH:2]([F:1])[O:3][C:4]1[CH:5]=[C:6]([N:10]2[CH2:15][CH2:14][NH:13][CH2:12][CH2:11]2)[CH:7]=[CH:8][CH:9]=1. The catalyst class is: 12. (7) Reactant: [C:1]([C:3]1[N:8]=[CH:7][C:6]([NH+:9]([O-])C(=O)C(F)(F)F)=[CH:5][CH:4]=1)#[N:2].FC(F)(F)C(OC(=O)C(F)(F)F)=[O:20].[OH-].[Na+].CC(O)=O. Product: [NH2:9][C:6]1[C:7](=[O:20])[NH:8][C:3]([C:1]#[N:2])=[CH:4][CH:5]=1. The catalyst class is: 1. (8) Reactant: [CH3:1][NH:2][CH3:3].[CH3:4][O:5][C:6]1[CH:14]=[CH:13][CH:12]=[C:11]([O:15][CH3:16])[C:7]=1[C:8](Cl)=[O:9].O. Product: [CH3:4][O:5][C:6]1[CH:14]=[CH:13][CH:12]=[C:11]([O:15][CH3:16])[C:7]=1[C:8]([N:2]([CH3:3])[CH3:1])=[O:9]. The catalyst class is: 1. (9) Reactant: C(OC([N:8]1[CH2:13][CH2:12][N:11]([C:14]2[C:19]([C:20]3[CH:21]=[C:22]([CH3:26])[CH:23]=[CH:24][CH:25]=3)=[N:18][CH:17]=[CH:16][N:15]=2)[CH2:10][CH2:9]1)=O)(C)(C)C.FC(F)(F)C(O)=O. Product: [C:22]1([CH3:26])[CH:23]=[CH:24][CH:25]=[C:20]([C:19]2[C:14]([N:11]3[CH2:12][CH2:13][NH:8][CH2:9][CH2:10]3)=[N:15][CH:16]=[CH:17][N:18]=2)[CH:21]=1. The catalyst class is: 2.